From a dataset of Full USPTO retrosynthesis dataset with 1.9M reactions from patents (1976-2016). Predict the reactants needed to synthesize the given product. (1) Given the product [CH3:27][O:26][C:25]1[C:19]2[CH:18]=[C:17]([NH:16][C:15]([N:1]3[CH2:6][CH2:5][CH2:4][CH2:3][CH2:2]3)=[O:14])[S:21][C:20]=2[C:22]([C:28]2[CH:33]=[CH:32][CH:31]=[CH:30][CH:29]=2)=[CH:23][CH:24]=1, predict the reactants needed to synthesize it. The reactants are: [NH:1]1[CH2:6][CH2:5][CH2:4][CH2:3][CH2:2]1.C([O:14][C:15](=O)[NH:16][C:17]1[S:21][C:20]2[C:22]([C:28]3[CH:33]=[CH:32][CH:31]=[CH:30][CH:29]=3)=[CH:23][CH:24]=[C:25]([O:26][CH3:27])[C:19]=2[CH:18]=1)C1C=CC=CC=1. (2) Given the product [C:1]([O:5][C@@H:6]([C:12]1[C:13]([CH3:36])=[N:14][C:15]2[N:16]([N:19]=[C:20]([C:22](=[O:35])[NH:23][CH2:24][C:25](=[O:34])[CH2:26][C:27]3[CH:32]=[CH:31][C:30]([F:33])=[CH:29][CH:28]=3)[CH:21]=2)[C:17]=1[N:42]1[CH2:43][CH2:44][C:39]([CH2:37][CH3:38])([CH3:45])[CH2:40][CH2:41]1)[C:7]([O:9][CH2:10][CH3:11])=[O:8])([CH3:4])([CH3:3])[CH3:2], predict the reactants needed to synthesize it. The reactants are: [C:1]([O:5][C@@H:6]([C:12]1[C:13]([CH3:36])=[N:14][C:15]2[N:16]([N:19]=[C:20]([C:22](=[O:35])[NH:23][CH2:24][C:25](=[O:34])[CH2:26][C:27]3[CH:32]=[CH:31][C:30]([F:33])=[CH:29][CH:28]=3)[CH:21]=2)[C:17]=1I)[C:7]([O:9][CH2:10][CH3:11])=[O:8])([CH3:4])([CH3:3])[CH3:2].[CH2:37]([C:39]1([CH3:45])[CH2:44][CH2:43][NH:42][CH2:41][CH2:40]1)[CH3:38].CCN(C(C)C)C(C)C. (3) Given the product [Br:14][C:15]1[CH:16]=[CH:17][C:18]([F:36])=[C:19]([C@:21]([NH:22][C:28]([O:30][C:31]([CH3:34])([CH3:33])[CH3:32])=[O:29])([CH3:25])[CH2:35][N:6]2[CH:7]=[C:3]([CH:2]([F:1])[F:13])[N:4]=[C:5]2[C:8]([O:10][CH2:11][CH3:12])=[O:9])[CH:20]=1, predict the reactants needed to synthesize it. The reactants are: [F:1][CH:2]([F:13])[C:3]1[N:4]=[C:5]([C:8]([O:10][CH2:11][CH3:12])=[O:9])[NH:6][CH:7]=1.[Br:14][C:15]1[CH:16]=[CH:17][C:18]([F:36])=[C:19]([C@:21]2([CH3:35])[CH2:25]OS(=O)(=O)[N:22]2[C:28]([O:30][C:31]([CH3:34])([CH3:33])[CH3:32])=[O:29])[CH:20]=1.C([O-])([O-])=O.[K+].[K+]. (4) Given the product [CH3:44][O:30][C:29](=[O:31])[C@H:6]([CH2:7][CH2:8][CH2:9][CH2:10][NH:11][C:12]([O:14][CH2:15][CH:16]1[C:28]2[CH:27]=[CH:26][CH:25]=[CH:24][C:23]=2[C:22]2[C:17]1=[CH:18][CH:19]=[CH:20][CH:21]=2)=[O:13])[N:5]([CH2:1][CH:2]([CH3:3])[CH3:4])[S:32]([C:35]1[CH:36]=[CH:37][C:38]([CH3:41])=[CH:39][CH:40]=1)(=[O:33])=[O:34], predict the reactants needed to synthesize it. The reactants are: [CH2:1]([N:5]([S:32]([C:35]1[CH:40]=[CH:39][C:38]([CH3:41])=[CH:37][CH:36]=1)(=[O:34])=[O:33])[C@H:6]([C:29]([OH:31])=[O:30])[CH2:7][CH2:8][CH2:9][CH2:10][NH:11][C:12]([O:14][CH2:15][CH:16]1[C:28]2[CH:27]=[CH:26][CH:25]=[CH:24][C:23]=2[C:22]2[C:17]1=[CH:18][CH:19]=[CH:20][CH:21]=2)=[O:13])[CH:2]([CH3:4])[CH3:3].[N+](=[CH2:44])=[N-]. (5) Given the product [CH:1]1([NH:4][C:5]2[N:6]=[C:7]3[CH:30]=[CH:29][N:28]=[CH:27][C:8]3=[N:9][C:10]=2[N:11]2[CH2:12][CH2:13][CH:14]([CH:17]([C:19]3[CH:24]=[CH:23][C:22]([F:25])=[CH:21][C:20]=3[F:26])[OH:18])[CH2:15][CH2:16]2)[CH2:2][CH2:3]1, predict the reactants needed to synthesize it. The reactants are: [CH:1]1([NH:4][C:5]2[N:6]=[C:7]3[CH:30]=[CH:29][N:28]=[CH:27][C:8]3=[N:9][C:10]=2[N:11]2[CH2:16][CH2:15][CH:14]([C:17]([C:19]3[CH:24]=[CH:23][C:22]([F:25])=[CH:21][C:20]=3[F:26])=[O:18])[CH2:13][CH2:12]2)[CH2:3][CH2:2]1.C(O)(C(F)(F)F)=O.[BH4-].[Na+]. (6) Given the product [CH3:10][O:9][C:6]1[CH:7]=[CH:8][C:3]([CH2:2][C:17]([CH3:19])([N+:14]([O-:16])=[O:15])[CH3:18])=[C:4]([N+:11]([O-:13])=[O:12])[CH:5]=1, predict the reactants needed to synthesize it. The reactants are: Cl[CH2:2][C:3]1[CH:8]=[CH:7][C:6]([O:9][CH3:10])=[CH:5][C:4]=1[N+:11]([O-:13])=[O:12].[N+:14]([CH:17]([CH3:19])[CH3:18])([O-:16])=[O:15].[Li]. (7) The reactants are: [Br:1][C:2]1[CH:7]=[C:6]([F:8])[CH:5]=[CH:4][C:3]=1[CH2:9][CH2:10][NH2:11].CCN(CC)CC.[C:19](Cl)([CH3:21])=[O:20]. Given the product [Br:1][C:2]1[CH:7]=[C:6]([F:8])[CH:5]=[CH:4][C:3]=1[CH2:9][CH2:10][NH:11][C:19](=[O:20])[CH3:21], predict the reactants needed to synthesize it. (8) Given the product [C:20]1([S@@:19]([CH2:27][C:31]([O:33][CH2:34][CH3:35])=[O:32])(=[N:18][Si:17]([CH3:29])([CH3:28])[CH3:16])=[O:26])[CH:25]=[CH:24][CH:23]=[CH:22][CH:21]=1, predict the reactants needed to synthesize it. The reactants are: CC1(C)CCCC(C)(C)N1.[Li]CCCC.[CH3:16][Si:17]([CH3:29])([CH3:28])[N:18]=[S@@:19]([CH3:27])(=[O:26])[C:20]1[CH:25]=[CH:24][CH:23]=[CH:22][CH:21]=1.Cl[C:31]([O:33][CH2:34][CH3:35])=[O:32].[NH4+].[Cl-]. (9) Given the product [CH2:47]([C:12]1([OH:11])[C:17]2[CH:18]=[C:19]3[N:27]([C:28](=[O:29])[C:16]=2[CH2:15][O:14][C:13]1=[O:46])[CH2:26][C:25]1[C:24]([CH2:30][CH2:31][Si:32]([CH3:40])([CH3:41])[CH2:33][CH2:34][CH2:35][O:36][C:37](=[O:39])[CH3:38])=[C:23]2[CH:42]=[CH:43][CH:44]=[CH:45][C:22]2=[N:21][C:20]3=1)[CH3:48], predict the reactants needed to synthesize it. The reactants are: C(OC([O:11][C:12]1([CH2:47][CH3:48])[C:17]2[CH:18]=[C:19]3[N:27]([C:28](=[O:29])[C:16]=2[CH2:15][O:14][C:13]1=[O:46])[CH2:26][C:25]1[C:24]([CH2:30][CH2:31][Si:32]([CH3:41])([CH3:40])[CH2:33][CH2:34][CH2:35][O:36][C:37](=[O:39])[CH3:38])=[C:23]2[CH:42]=[CH:43][CH:44]=[CH:45][C:22]2=[N:21][C:20]3=1)=O)C1C=CC=CC=1.[H][H]. (10) The reactants are: [C:1]1([N:7]=[C:8]=[O:9])[CH:6]=[CH:5][CH:4]=[CH:3][CH:2]=1.[NH2:10][C:11]1[CH:12]=[C:13]([CH:29]=[CH:30][CH:31]=1)[CH2:14][NH:15][C:16]1[C:25]2[C:20](=[C:21]([C:26]([NH2:28])=[O:27])[CH:22]=[CH:23][CH:24]=2)[N:19]=[CH:18][N:17]=1.C(N(CC)CC)C. Given the product [NH:7]([C:8]([NH:10][C:11]1[CH:12]=[C:13]([CH:29]=[CH:30][CH:31]=1)[CH2:14][NH:15][C:16]1[C:25]2[C:20](=[C:21]([C:26]([NH2:28])=[O:27])[CH:22]=[CH:23][CH:24]=2)[N:19]=[CH:18][N:17]=1)=[O:9])[C:1]1[CH:6]=[CH:5][CH:4]=[CH:3][CH:2]=1, predict the reactants needed to synthesize it.